This data is from Reaction yield outcomes from USPTO patents with 853,638 reactions. The task is: Predict the reaction yield, written as a fraction of the theoretical maximum amount of product (1.0 means a 100% yield; for example, 0.34 means a 34% yield). (1) The reactants are [N:1]1([CH2:7][CH2:8][CH2:9][O:10][C:11]2[CH:16]=[CH:15][C:14]([NH2:17])=[CH:13][CH:12]=2)[CH2:6][CH2:5][CH2:4][CH2:3][CH2:2]1.[F:18][C:19]1[CH:20]=[C:21]2[C:25](=[CH:26][CH:27]=1)[NH:24][C:23](=[O:28])[C:22]2=[CH:29]O. No catalyst specified. The product is [F:18][C:19]1[CH:20]=[C:21]2[C:25](=[CH:26][CH:27]=1)[NH:24][C:23](=[O:28])[C:22]2=[CH:29][NH:17][C:14]1[CH:13]=[CH:12][C:11]([O:10][CH2:9][CH2:8][CH2:7][N:1]2[CH2:2][CH2:3][CH2:4][CH2:5][CH2:6]2)=[CH:16][CH:15]=1. The yield is 0.470. (2) The reactants are [N:1]#[C:2]Br.[NH2:4][C:5]1[CH:6]=[C:7]([C:13]2[N:18]=[C:17]3[N:19]([CH2:24][CH:25]4[CH2:30][CH2:29][O:28][CH2:27][CH2:26]4)[C:20](=[O:23])[CH2:21][NH:22][C:16]3=[N:15][CH:14]=2)[CH:8]=[C:9]([CH3:12])[C:10]=1[NH2:11]. The catalyst is CN(C)C=O.CO. The product is [NH2:1][C:2]1[NH:4][C:5]2[CH:6]=[C:7]([C:13]3[N:18]=[C:17]4[N:19]([CH2:24][CH:25]5[CH2:30][CH2:29][O:28][CH2:27][CH2:26]5)[C:20](=[O:23])[CH2:21][NH:22][C:16]4=[N:15][CH:14]=3)[CH:8]=[C:9]([CH3:12])[C:10]=2[N:11]=1. The yield is 0.620. (3) The reactants are C([CH:6]([O:10][C:11]([NH:13][CH2:14][C:15]1([CH2:21][C:22]([OH:24])=[O:23])[CH2:20][CH2:19][CH2:18][CH2:17][CH2:16]1)=[O:12])[CH2:7][CH2:8][CH3:9])(=O)C(C)C.ClC1[CH:27]=[C:28]([CH:33]=CC=1)[C:29]([O:31]O)=[O:30].C([O-])(O)=O.[Na+].C(O)(=O)CC(CC(O)=O)(C(O)=O)O. The catalyst is ClCCl. The product is [C:29]([O:31][CH:6]([O:10][C:11]([NH:13][CH2:14][C:15]1([CH2:21][C:22]([OH:24])=[O:23])[CH2:16][CH2:17][CH2:18][CH2:19][CH2:20]1)=[O:12])[CH2:7][CH2:8][CH3:9])(=[O:30])[CH:28]([CH3:33])[CH3:27]. The yield is 0.110. (4) The reactants are [C:1]([O:9]CC)(=[O:8])[CH2:2][C:3](OCC)=O.[Cl:12][C:13]1[CH:14]=[C:15]([N+:20]([O-:22])=[O:21])[CH:16]=[CH:17]C=1Cl.C(=O)([O-])[O-].[Cs+].[Cs+].Cl. No catalyst specified. The product is [Cl:12][C:13]1[CH:14]=[C:15]([N+:20]([O-:22])=[O:21])[CH:16]=[CH:17][C:3]=1[CH2:2][C:1]([OH:9])=[O:8]. The yield is 0.870. (5) The reactants are [CH3:1][O:2][C:3]1[CH:48]=[C:47]([O:49][CH3:50])[CH:46]=[CH:45][C:4]=1[CH2:5][NH:6][C:7]1[C:8]2[CH:15]=[CH:14][N:13]([C@H:16]3[C@@H:20]4[O:21][C:22]([CH3:25])([CH3:24])[O:23][C@@H:19]4[C@@H:18]([CH2:26][N:27]([CH:42]([CH3:44])[CH3:43])[CH2:28][CH2:29][CH2:30][CH2:31][C:32]([O:34]CC4C=CC=CC=4)=[O:33])[O:17]3)[C:9]=2[N:10]=[CH:11][N:12]=1.C1CC=CCC=1. The catalyst is C(O)C.[Pd]. The product is [CH3:1][O:2][C:3]1[CH:48]=[C:47]([O:49][CH3:50])[CH:46]=[CH:45][C:4]=1[CH2:5][NH:6][C:7]1[C:8]2[CH:15]=[CH:14][N:13]([C@H:16]3[C@@H:20]4[O:21][C:22]([CH3:24])([CH3:25])[O:23][C@@H:19]4[C@@H:18]([CH2:26][N:27]([CH:42]([CH3:44])[CH3:43])[CH2:28][CH2:29][CH2:30][CH2:31][C:32]([OH:34])=[O:33])[O:17]3)[C:9]=2[N:10]=[CH:11][N:12]=1. The yield is 1.04. (6) The reactants are [CH:1]1([C:4]2[CH:9]=[CH:8][N:7]=[CH:6][C:5]=2[N:10]2[CH2:14][CH2:13][NH:12][C:11]2=[O:15])[CH2:3][CH2:2]1.Cl[C:17]1[CH:22]=[CH:21][N:20]=[C:19]([CH3:23])[N:18]=1.C(=O)([O-])[O-].[Cs+].[Cs+]. The catalyst is C1C=CC(/C=C/C(/C=C/C2C=CC=CC=2)=O)=CC=1.C1C=CC(/C=C/C(/C=C/C2C=CC=CC=2)=O)=CC=1.C1C=CC(/C=C/C(/C=C/C2C=CC=CC=2)=O)=CC=1.[Pd].[Pd].C1(C)C=CC=CC=1. The product is [CH:1]1([C:4]2[CH:9]=[CH:8][N:7]=[CH:6][C:5]=2[N:10]2[CH2:14][CH2:13][N:12]([C:17]3[CH:22]=[CH:21][N:20]=[C:19]([CH3:23])[N:18]=3)[C:11]2=[O:15])[CH2:3][CH2:2]1. The yield is 0.520. (7) The reactants are [CH3:1][O:2][C:3]1[CH:43]=[CH:42][C:6]([CH2:7][N:8]2[C:12]3=[N:13][CH:14]=[CH:15][C:16]([O:17][C:18]4[CH:23]=[CH:22][C:21]([N:24]([C:33]5[CH:38]=[CH:37][C:36]([F:39])=[CH:35][CH:34]=5)[C:25]([C:27]5([C:30]([NH2:32])=[O:31])[CH2:29][CH2:28]5)=[O:26])=[CH:20][C:19]=4[F:40])=[C:11]3[C:10](I)=[N:9]2)=[CH:5][CH:4]=1.[CH3:44][NH:45][C:46]([C:48]1[CH:49]=[C:50](B(O)O)[CH:51]=[CH:52][CH:53]=1)=[O:47].C([O-])([O-])=O.[Na+].[Na+].C(Cl)(Cl)Cl.CO. The catalyst is COCCOC.C1C=CC([P]([Pd]([P](C2C=CC=CC=2)(C2C=CC=CC=2)C2C=CC=CC=2)([P](C2C=CC=CC=2)(C2C=CC=CC=2)C2C=CC=CC=2)[P](C2C=CC=CC=2)(C2C=CC=CC=2)C2C=CC=CC=2)(C2C=CC=CC=2)C2C=CC=CC=2)=CC=1. The product is [F:40][C:19]1[CH:20]=[C:21]([N:24]([C:33]2[CH:38]=[CH:37][C:36]([F:39])=[CH:35][CH:34]=2)[C:25]([C:27]2([C:30]([NH2:32])=[O:31])[CH2:29][CH2:28]2)=[O:26])[CH:22]=[CH:23][C:18]=1[O:17][C:16]1[CH:15]=[CH:14][N:13]=[C:12]2[N:8]([CH2:7][C:6]3[CH:42]=[CH:43][C:3]([O:2][CH3:1])=[CH:4][CH:5]=3)[N:9]=[C:10]([C:52]3[CH:51]=[CH:50][CH:49]=[C:48]([C:46](=[O:47])[NH:45][CH3:44])[CH:53]=3)[C:11]=12. The yield is 0.350.